From a dataset of Catalyst prediction with 721,799 reactions and 888 catalyst types from USPTO. Predict which catalyst facilitates the given reaction. Reactant: C(N(C(C)C)CC)(C)C.[Cl:10][C:11]1[CH:19]=[CH:18][C:14]([C:15](O)=[O:16])=[CH:13][C:12]=1[NH:20][C:21]([C:23]1[C:34](=[O:35])[NH:33][C:26]2[N:27]=[C:28]([O:31][CH3:32])[N:29]=[CH:30][C:25]=2[CH:24]=1)=[O:22].CN(C(ON1N=NC2C=CC=CC1=2)=[N+](C)C)C.F[P-](F)(F)(F)(F)F.[Cl:60][C:61]1[CH:62]=[C:63]([CH:66]=[CH:67][CH:68]=1)[CH2:64][NH2:65]. Product: [Cl:10][C:11]1[CH:19]=[CH:18][C:14]([C:15](=[O:16])[NH:65][CH2:64][C:63]2[CH:66]=[CH:67][CH:68]=[C:61]([Cl:60])[CH:62]=2)=[CH:13][C:12]=1[NH:20][C:21]([C:23]1[C:34](=[O:35])[NH:33][C:26]2[N:27]=[C:28]([O:31][CH3:32])[N:29]=[CH:30][C:25]=2[CH:24]=1)=[O:22]. The catalyst class is: 18.